This data is from Full USPTO retrosynthesis dataset with 1.9M reactions from patents (1976-2016). The task is: Predict the reactants needed to synthesize the given product. Given the product [C:1]([C:5]1[N:6]=[C:7]([N:22]2[CH2:27][CH2:26][CH2:24][C@@H:23]2[C:32]#[N:33])[C:8]2[N:13]=[N:12][N:11]([CH2:14][C:15]3[CH:20]=[CH:19][CH:18]=[CH:17][C:16]=3[Cl:21])[C:9]=2[N:10]=1)([CH3:4])([CH3:3])[CH3:2], predict the reactants needed to synthesize it. The reactants are: [C:1]([C:5]1[N:6]=[C:7]([N:22]2[CH2:27][CH2:26]O[CH2:24][CH2:23]2)[C:8]2[N:13]=[N:12][N:11]([CH2:14][C:15]3[CH:20]=[CH:19][CH:18]=[CH:17][C:16]=3[Cl:21])[C:9]=2[N:10]=1)([CH3:4])([CH3:3])[CH3:2].C([C:32]1[N:33]=C(Cl)C2N=NN(CC3C=CC=CC=3Cl)C=2N=1)(C)(C)C.Cl.N1CCC[C@@H]1C#N.